Predict the reactants needed to synthesize the given product. From a dataset of Full USPTO retrosynthesis dataset with 1.9M reactions from patents (1976-2016). (1) The reactants are: [NH:1]1[CH:5]=[CH:4][N:3]=[CH:2]1.[H-].[Na+].F[C:9]1[CH:16]=[CH:15][CH:14]=[CH:13][C:10]=1[C:11]#[N:12].C(OCC)(=O)C. Given the product [N:1]1([C:9]2[CH:16]=[CH:15][CH:14]=[CH:13][C:10]=2[C:11]#[N:12])[CH:5]=[CH:4][N:3]=[CH:2]1, predict the reactants needed to synthesize it. (2) Given the product [CH2:16]([O:15][C:13](=[O:14])[CH2:12][CH:11]([NH:10][C:8]([O:7][CH2:4][CH:5]=[CH2:6])=[O:9])[C:18]1[CH:23]=[CH:22][CH:21]=[C:20]([NH:24][S:25]([C:28]2[CH:33]=[CH:32][CH:31]=[C:30]([NH2:34])[CH:29]=2)(=[O:27])=[O:26])[CH:19]=1)[CH3:17], predict the reactants needed to synthesize it. The reactants are: [Sn](Cl)Cl.[CH2:4]([O:7][C:8]([NH:10][CH:11]([C:18]1[CH:23]=[CH:22][CH:21]=[C:20]([NH:24][S:25]([C:28]2[CH:33]=[CH:32][CH:31]=[C:30]([N+:34]([O-])=O)[CH:29]=2)(=[O:27])=[O:26])[CH:19]=1)[CH2:12][C:13]([O:15][CH2:16][CH3:17])=[O:14])=[O:9])[CH:5]=[CH2:6].[OH-].[Na+].